From a dataset of Reaction yield outcomes from USPTO patents with 853,638 reactions. Predict the reaction yield, written as a fraction of the theoretical maximum amount of product (1.0 means a 100% yield; for example, 0.34 means a 34% yield). The reactants are [OH:1][C:2]([C:4]1[C:5]([NH:10][C:11](=[O:36])[C:12]2[CH:17]=[C:16]([CH2:18][C:19]3[C:20](=[O:31])[C:21]([O:29][CH3:30])=[C:22]([O:27][CH3:28])[C:23](=[O:26])[C:24]=3[CH3:25])[CH:15]=[CH:14][C:13]=2[O:32]C(=O)C)=[N:6][CH:7]=[CH:8][CH:9]=1)=[O:3].C(=O)([O-])O.[Na+]. The catalyst is CO.Cl. The product is [OH:3][C:2]([C:4]1[C:5]([NH:10][C:11](=[O:36])[C:12]2[CH:17]=[C:16]([CH2:18][C:19]3[C:20](=[O:31])[C:21]([O:29][CH3:30])=[C:22]([O:27][CH3:28])[C:23](=[O:26])[C:24]=3[CH3:25])[CH:15]=[CH:14][C:13]=2[OH:32])=[N:6][CH:7]=[CH:8][CH:9]=1)=[O:1]. The yield is 0.700.